From a dataset of Catalyst prediction with 721,799 reactions and 888 catalyst types from USPTO. Predict which catalyst facilitates the given reaction. (1) Reactant: [O:1]=[C:2]1[NH:7][C:6]2[CH:8]=[C:9]([C:12]([OH:14])=O)[CH:10]=[CH:11][C:5]=2[S:4][CH2:3]1.[C:15]([O:19][C:20]([N:22]1[CH2:27][CH2:26][CH:25]([NH2:28])[CH2:24][CH2:23]1)=[O:21])([CH3:18])([CH3:17])[CH3:16].ON1C2C=CC=CC=2N=N1.Cl.CN(C)CCCN=C=NCC.C(N(CC)C(C)C)(C)C. Product: [C:15]([O:19][C:20]([N:22]1[CH2:27][CH2:26][CH:25]([NH:28][C:12]([C:9]2[CH:10]=[CH:11][C:5]3[S:4][CH2:3][C:2](=[O:1])[NH:7][C:6]=3[CH:8]=2)=[O:14])[CH2:24][CH2:23]1)=[O:21])([CH3:18])([CH3:16])[CH3:17]. The catalyst class is: 9. (2) Reactant: [C:1]1(B(O)O)[C:10]2[C:5](=[CH:6][CH:7]=[CH:8][CH:9]=2)[CH:4]=[CH:3][CH:2]=1.CCN(CC)CC.[C:21]1(=[O:27])[NH:25][C:24](=[O:26])[CH:23]=[CH:22]1. Product: [C:1]1([CH:23]2[CH2:22][C:21](=[O:27])[NH:25][C:24]2=[O:26])[C:10]2[C:5](=[CH:6][CH:7]=[CH:8][CH:9]=2)[CH:4]=[CH:3][CH:2]=1. The catalyst class is: 38. (3) Reactant: C([O:3][C:4](=O)[CH2:5][C:6]1[N:7]=[C:8]([NH:11][C:12](=[O:36])[CH:13]([C:20]2[CH:25]=[CH:24][C:23]([C:26]3[C:35]4[C:30](=[CH:31][CH:32]=[CH:33][CH:34]=4)[CH:29]=[CH:28][CH:27]=3)=[CH:22][CH:21]=2)[CH2:14][CH:15]2[CH2:19][CH2:18][CH2:17][CH2:16]2)[S:9][CH:10]=1)C.[H-].[Al+3].[Li+].[H-].[H-].[H-].C(OCC)(=O)C. Product: [CH:15]1([CH2:14][CH:13]([C:20]2[CH:21]=[CH:22][C:23]([C:26]3[C:35]4[C:30](=[CH:31][CH:32]=[CH:33][CH:34]=4)[CH:29]=[CH:28][CH:27]=3)=[CH:24][CH:25]=2)[C:12]([NH:11][C:8]2[S:9][CH:10]=[C:6]([CH2:5][CH2:4][OH:3])[N:7]=2)=[O:36])[CH2:19][CH2:18][CH2:17][CH2:16]1. The catalyst class is: 27. (4) Reactant: C1COCC1.C([O:8][C:9](=O)[C:10]([C:13]1[CH:14]=[N:15][C:16]([NH:22][C:23]([C:25]2[NH:26][C:27]3[C:32]([CH:33]=2)=[CH:31][C:30]([Cl:34])=[CH:29][CH:28]=3)=[O:24])=[C:17]([O:19][CH2:20][CH3:21])[CH:18]=1)([OH:12])[CH3:11])C.[BH4-].[Li+]. Product: [OH:12][C:10]([C:13]1[CH:18]=[C:17]([O:19][CH2:20][CH3:21])[C:16]([NH:22][C:23]([C:25]2[NH:26][C:27]3[C:32]([CH:33]=2)=[CH:31][C:30]([Cl:34])=[CH:29][CH:28]=3)=[O:24])=[N:15][CH:14]=1)([CH3:11])[CH2:9][OH:8]. The catalyst class is: 170. (5) Reactant: [CH2:1]([OH:7])[CH2:2][O:3][CH2:4][CH2:5][OH:6].[H-].[Na+].[Cl-].[CH3:11][SiH:12]([CH3:17])[C:13]([CH3:16])([CH3:15])[CH3:14]. Product: [CH3:14][C:13]([Si:12]([CH3:17])([CH3:11])[O:7][CH2:1][CH2:2][O:3][CH2:4][CH2:5][OH:6])([CH3:16])[CH3:15]. The catalyst class is: 7. (6) Reactant: [CH:1]1[C:6]2=[N:7][S:8][N:9]=[C:5]2[C:4]([NH:10][C:11]2[NH:15][CH2:14][CH2:13][N:12]=2)=[C:3]([Cl:16])[CH:2]=1.C(O)(=O)C. Product: [CH:1]1[C:6]2=[N:7][S:8][N:9]=[C:5]2[C:4]([NH:10][C:11]2[NH:15][CH2:14][CH2:13][N:12]=2)=[C:3]([Cl:16])[CH:2]=1.[ClH:16]. The catalyst class is: 21. (7) Reactant: [OH:1][C:2]1[C:3]([O:30][CH3:31])=[CH:4][C:5]2[CH2:14][CH2:13][N:12]3[CH:7]([CH2:8][C:9]4[C:18]([Cl:19])=[CH:17][C:16]([O:20][CH3:21])=[C:15]([O:22][CH2:23][C:24]([O:26]CC)=[O:25])[C:10]=4[CH2:11]3)[C:6]=2[CH:29]=1.[OH-].[Na+]. Product: [OH:1][C:2]1[C:3]([O:30][CH3:31])=[CH:4][C:5]2[CH2:14][CH2:13][N:12]3[CH:7]([CH2:8][C:9]4[C:18]([Cl:19])=[CH:17][C:16]([O:20][CH3:21])=[C:15]([O:22][CH2:23][C:24]([OH:26])=[O:25])[C:10]=4[CH2:11]3)[C:6]=2[CH:29]=1. The catalyst class is: 8. (8) Reactant: [C:1]([SiH2:5][O:6][C:7]([CH3:32])([CH3:31])[C:8]1[CH:9]=[C:10]2[C:14](=[CH:15][CH:16]=1)[N:13]([CH3:17])[N:12]=[C:11]2[Sn](CCCC)(CCCC)CCCC)([CH3:4])([CH3:3])[CH3:2].[C:33]([NH:37][C:38]([C:40]1[C:48]2[C:43](=[N:44][CH:45]=[C:46](Br)[N:47]=2)[N:42]([CH2:50][O:51][CH2:52][CH2:53][Si:54]([CH3:57])([CH3:56])[CH3:55])[CH:41]=1)=[O:39])([CH3:36])([CH3:35])[CH3:34]. Product: [C:33]([NH:37][C:38]([C:40]1[C:48]2[C:43](=[N:44][CH:45]=[C:46]([C:11]3[C:10]4[C:14](=[CH:15][CH:16]=[C:8]([C:7]([CH3:32])([CH3:31])[O:6][SiH2:5][C:1]([CH3:4])([CH3:3])[CH3:2])[CH:9]=4)[N:13]([CH3:17])[N:12]=3)[N:47]=2)[N:42]([CH2:50][O:51][CH2:52][CH2:53][Si:54]([CH3:57])([CH3:56])[CH3:55])[CH:41]=1)=[O:39])([CH3:36])([CH3:35])[CH3:34]. The catalyst class is: 441. (9) Reactant: [Cl:1][C:2]1[CH:3]=[C:4]2[C:9](=[CH:10][CH:11]=1)[CH:8]=[C:7]([S:12]([NH:15][C@H:16]1[CH2:20][CH2:19][N:18]([C:21]3[CH:22]=[C:23]4[C:28](=[CH:29][CH:30]=3)[CH:27]([CH3:31])[N:26](C(OC(C)(C)C)=O)[CH2:25][CH2:24]4)[C:17]1=[O:39])(=[O:14])=[O:13])[CH:6]=[CH:5]2.Cl.C(OCC)C. Product: [ClH:1].[Cl:1][C:2]1[CH:3]=[C:4]2[C:9](=[CH:10][CH:11]=1)[CH:8]=[C:7]([S:12]([NH:15][C@H:16]1[CH2:20][CH2:19][N:18]([C:21]3[CH:22]=[C:23]4[C:28](=[CH:29][CH:30]=3)[CH:27]([CH3:31])[NH:26][CH2:25][CH2:24]4)[C:17]1=[O:39])(=[O:14])=[O:13])[CH:6]=[CH:5]2. The catalyst class is: 12. (10) Reactant: [CH2:1]([S:8]([NH:11][C@@H:12]([C:17]([NH:19][C@H:20]([C:25]([NH:27][CH2:28][C:29]1[CH:34]=[CH:33][C:32]([C:35]([NH2:37])=[NH:36])=[CH:31][CH:30]=1)=[O:26])[CH2:21][CH2:22][S:23][CH3:24])=[O:18])[C@@H:13]([CH2:15][CH3:16])[CH3:14])(=[O:10])=[O:9])[C:2]1[CH:7]=[CH:6][CH:5]=[CH:4][CH:3]=1.C(N(CC)CC)C.[C:45](=O)([O:51]C(C)(C)C)[O:46][C:47]([CH3:50])([CH3:49])[CH3:48].C(OCC)(=O)C. Product: [CH2:1]([S:8]([NH:11][C@@H:12]([C:17]([NH:19][C@H:20]([C:25]([NH:27][CH2:28][C:29]1[CH:30]=[CH:31][C:32](/[C:35](/[NH2:37])=[N:36]\[C:45]([O:46][C:47]([CH3:50])([CH3:49])[CH3:48])=[O:51])=[CH:33][CH:34]=1)=[O:26])[CH2:21][CH2:22][S:23][CH3:24])=[O:18])[C@@H:13]([CH2:15][CH3:16])[CH3:14])(=[O:9])=[O:10])[C:2]1[CH:3]=[CH:4][CH:5]=[CH:6][CH:7]=1. The catalyst class is: 9.